This data is from NCI-60 drug combinations with 297,098 pairs across 59 cell lines. The task is: Regression. Given two drug SMILES strings and cell line genomic features, predict the synergy score measuring deviation from expected non-interaction effect. (1) Drug 1: CC1=C(C(CCC1)(C)C)C=CC(=CC=CC(=CC(=O)O)C)C. Drug 2: C1C(C(OC1N2C=NC3=C2NC=NCC3O)CO)O. Cell line: 786-0. Synergy scores: CSS=-4.55, Synergy_ZIP=1.84, Synergy_Bliss=0.656, Synergy_Loewe=-4.41, Synergy_HSA=-4.01. (2) Drug 1: C1=CC=C(C=C1)NC(=O)CCCCCCC(=O)NO. Drug 2: C1=NC2=C(N1)C(=S)N=CN2. Cell line: BT-549. Synergy scores: CSS=21.4, Synergy_ZIP=-6.58, Synergy_Bliss=2.05, Synergy_Loewe=-9.63, Synergy_HSA=2.30. (3) Cell line: RXF 393. Drug 2: CS(=O)(=O)CCNCC1=CC=C(O1)C2=CC3=C(C=C2)N=CN=C3NC4=CC(=C(C=C4)OCC5=CC(=CC=C5)F)Cl. Drug 1: CC1=C(C=C(C=C1)C(=O)NC2=CC(=CC(=C2)C(F)(F)F)N3C=C(N=C3)C)NC4=NC=CC(=N4)C5=CN=CC=C5. Synergy scores: CSS=-11.5, Synergy_ZIP=3.74, Synergy_Bliss=-4.59, Synergy_Loewe=-16.8, Synergy_HSA=-15.4. (4) Drug 1: CC1=C2C(C(=O)C3(C(CC4C(C3C(C(C2(C)C)(CC1OC(=O)C(C(C5=CC=CC=C5)NC(=O)OC(C)(C)C)O)O)OC(=O)C6=CC=CC=C6)(CO4)OC(=O)C)OC)C)OC. Drug 2: CCCS(=O)(=O)NC1=C(C(=C(C=C1)F)C(=O)C2=CNC3=C2C=C(C=N3)C4=CC=C(C=C4)Cl)F. Cell line: IGROV1. Synergy scores: CSS=35.9, Synergy_ZIP=4.01, Synergy_Bliss=5.75, Synergy_Loewe=-8.03, Synergy_HSA=5.91. (5) Drug 1: CN1CCC(CC1)COC2=C(C=C3C(=C2)N=CN=C3NC4=C(C=C(C=C4)Br)F)OC. Drug 2: CN1C2=C(C=C(C=C2)N(CCCl)CCCl)N=C1CCCC(=O)O.Cl. Cell line: SK-MEL-2. Synergy scores: CSS=8.85, Synergy_ZIP=1.65, Synergy_Bliss=7.99, Synergy_Loewe=4.27, Synergy_HSA=4.94. (6) Drug 1: CN(C(=O)NC(C=O)C(C(C(CO)O)O)O)N=O. Drug 2: CC1CCCC2(C(O2)CC(NC(=O)CC(C(C(=O)C(C1O)C)(C)C)O)C(=CC3=CSC(=N3)C)C)C. Cell line: K-562. Synergy scores: CSS=35.1, Synergy_ZIP=-1.54, Synergy_Bliss=-3.74, Synergy_Loewe=-13.9, Synergy_HSA=-2.22. (7) Drug 1: CCN(CC)CCNC(=O)C1=C(NC(=C1C)C=C2C3=C(C=CC(=C3)F)NC2=O)C. Drug 2: C1CNP(=O)(OC1)N(CCCl)CCCl. Cell line: SK-MEL-28. Synergy scores: CSS=-2.15, Synergy_ZIP=-1.81, Synergy_Bliss=-7.43, Synergy_Loewe=-4.96, Synergy_HSA=-7.07. (8) Drug 1: CCC1=CC2CC(C3=C(CN(C2)C1)C4=CC=CC=C4N3)(C5=C(C=C6C(=C5)C78CCN9C7C(C=CC9)(C(C(C8N6C)(C(=O)OC)O)OC(=O)C)CC)OC)C(=O)OC.C(C(C(=O)O)O)(C(=O)O)O. Cell line: LOX IMVI. Synergy scores: CSS=43.2, Synergy_ZIP=-3.59, Synergy_Bliss=-3.69, Synergy_Loewe=-0.305, Synergy_HSA=0.580. Drug 2: CCC1(CC2CC(C3=C(CCN(C2)C1)C4=CC=CC=C4N3)(C5=C(C=C6C(=C5)C78CCN9C7C(C=CC9)(C(C(C8N6C=O)(C(=O)OC)O)OC(=O)C)CC)OC)C(=O)OC)O.OS(=O)(=O)O.